Dataset: Forward reaction prediction with 1.9M reactions from USPTO patents (1976-2016). Task: Predict the product of the given reaction. (1) Given the reactants [C:1]([C:4]12[CH2:11][CH2:10][C:7]([NH:12][CH2:13][C:14]([N:16]3[CH2:20][C@@H:19]([F:21])[CH2:18][C@H:17]3[C:22]#[N:23])=[O:15])([CH2:8][CH2:9]1)[CH2:6][CH2:5]2)([OH:3])=O.[NH2:24][C:25]1[S:29][C:28]([C:30]([O:32][CH2:33][CH3:34])=[O:31])=[N:27][N:26]=1, predict the reaction product. The product is: [CH2:33]([O:32][C:30]([C:28]1[S:29][C:25]([NH:24][C:1]([C:4]23[CH2:9][CH2:8][C:7]([NH:12][CH2:13][C:14]([N:16]4[CH2:20][C@@H:19]([F:21])[CH2:18][C@H:17]4[C:22]#[N:23])=[O:15])([CH2:6][CH2:5]2)[CH2:10][CH2:11]3)=[O:3])=[N:26][N:27]=1)=[O:31])[CH3:34]. (2) The product is: [C:1]([O:5][C:6]([NH:8][C@H:9]([C:11]([NH:20][C@H:19]([C:18]([O:17][CH3:15])=[O:24])[C@@H:21]([CH3:23])[OH:22])=[O:13])[CH3:10])=[O:7])([CH3:2])([CH3:3])[CH3:4]. Given the reactants [C:1]([O:5][C:6]([NH:8][C@H:9]([C:11]([OH:13])=O)[CH3:10])=[O:7])([CH3:4])([CH3:3])[CH3:2].Cl.[CH2:15]([O:17][C:18](=[O:24])[C@H:19]([C@@H:21]([CH3:23])[OH:22])[NH2:20])C, predict the reaction product.